Dataset: Reaction yield outcomes from USPTO patents with 853,638 reactions. Task: Predict the reaction yield, written as a fraction of the theoretical maximum amount of product (1.0 means a 100% yield; for example, 0.34 means a 34% yield). (1) The reactants are [CH3:1][C@@H:2]([NH:10][C:11](=[O:38])[CH:12]([NH2:37])[CH2:13][CH2:14][CH2:15][NH:16]/[C:17](/[NH2:36])=[N:18]/[S:19]([C:22]1[C:23]([CH3:35])=[C:24]([CH3:34])[C:25]2[O:29][C:28]([CH3:31])([CH3:30])[CH2:27][C:26]=2[C:32]=1[CH3:33])(=[O:21])=[O:20])[CH2:3][C:4]1[CH:9]=[CH:8][CH:7]=[CH:6][CH:5]=1.CCN(C(C)C)C(C)C.[C:48](OC(=O)C)(=[O:50])[CH3:49].C(N)C.C1COCC1. The catalyst is C(Cl)(Cl)Cl. The product is [CH3:1][C@@H:2]([NH:10][C:11](=[O:38])[CH:12]([NH:37][C:48](=[O:50])[CH3:49])[CH2:13][CH2:14][CH2:15][NH:16]/[C:17](/[NH2:36])=[N:18]/[S:19]([C:22]1[C:23]([CH3:35])=[C:24]([CH3:34])[C:25]2[O:29][C:28]([CH3:31])([CH3:30])[CH2:27][C:26]=2[C:32]=1[CH3:33])(=[O:21])=[O:20])[CH2:3][C:4]1[CH:9]=[CH:8][CH:7]=[CH:6][CH:5]=1. The yield is 0.950. (2) The reactants are [O:1]1[CH:5]=[CH:4][CH:3]=[C:2]1[C:6]1[O:7][C:8]([CH3:36])=[C:9]([CH2:11][O:12][C:13]2[CH:33]=[CH:32][C:16]([CH2:17][O:18][C:19]3[C:23]([CH:24]=O)=[CH:22][N:21]([C:26]4[CH:31]=[CH:30][CH:29]=[CH:28][CH:27]=4)[N:20]=3)=[CH:15][C:14]=2[O:34][CH3:35])[N:10]=1.[C:37]([CH2:39]P(=O)(OCC)OCC)#[N:38].CN(C)C=O.[H-].[Na+]. The catalyst is O. The product is [O:1]1[CH:5]=[CH:4][CH:3]=[C:2]1[C:6]1[O:7][C:8]([CH3:36])=[C:9]([CH2:11][O:12][C:13]2[CH:33]=[CH:32][C:16]([CH2:17][O:18][C:19]3[C:23](/[CH:24]=[CH:39]/[C:37]#[N:38])=[CH:22][N:21]([C:26]4[CH:31]=[CH:30][CH:29]=[CH:28][CH:27]=4)[N:20]=3)=[CH:15][C:14]=2[O:34][CH3:35])[N:10]=1. The yield is 0.0800. (3) The reactants are F[P-](F)(F)(F)(F)F.[CH3:8][N+:9](C)=[C:10](N(C)C)ON1C2N=CC=CC=2N=N1.[C:25]([O:29][C:30]([NH:32][C@@H:33]([CH2:37][C:38]1[CH:43]=[CH:42][C:41]([O:44][CH:45]([CH3:47])[CH3:46])=[CH:40][CH:39]=1)[C:34](O)=[O:35])=[O:31])([CH3:28])([CH3:27])[CH3:26].C(N(CC)C(C)C)(C)C.CNC.O1CCCC1. The catalyst is CN(C)C=O. The product is [CH3:8][N:9]([CH3:10])[C:34](=[O:35])[C@@H:33]([NH:32][C:30](=[O:31])[O:29][C:25]([CH3:28])([CH3:27])[CH3:26])[CH2:37][C:38]1[CH:43]=[CH:42][C:41]([O:44][CH:45]([CH3:47])[CH3:46])=[CH:40][CH:39]=1. The yield is 0.900. (4) The reactants are C[O:2][C:3]([C:5]1[N:6]=[CH:7][C:8]([N:11]2[CH2:16][CH2:15][N:14]([C:17]3[N:18]=[N:19][C:20]([C:25]4[CH:30]=[CH:29][C:28]([C:31]([F:34])([F:33])[F:32])=[CH:27][CH:26]=4)=[C:21]([CH3:24])[C:22]=3[CH3:23])[CH2:13][C@H:12]2[CH3:35])=[N:9][CH:10]=1)=[O:4].[Li+].[OH-]. The catalyst is CO. The product is [F:34][C:31]([F:32])([F:33])[C:28]1[CH:27]=[CH:26][C:25]([C:20]2[N:19]=[N:18][C:17]([N:14]3[CH2:15][CH2:16][N:11]([C:8]4[CH:7]=[N:6][C:5]([C:3]([OH:4])=[O:2])=[CH:10][N:9]=4)[C@H:12]([CH3:35])[CH2:13]3)=[C:22]([CH3:23])[C:21]=2[CH3:24])=[CH:30][CH:29]=1. The yield is 0.980. (5) The reactants are [NH2:1][C@@H:2]1[CH2:7][CH2:6][CH2:5][CH2:4][C@H:3]1[C:8]([OH:10])=[O:9].Cl.[CH3:12][C:13]1[CH:22]=[C:21]([CH2:23][O:24][C:25]2[CH:30]=[CH:29][C:28]([S:31](Cl)(=[O:33])=[O:32])=[CH:27][CH:26]=2)[C:20]2[C:15](=[CH:16][CH:17]=[CH:18][CH:19]=2)[N:14]=1. No catalyst specified. The product is [CH3:12][C:13]1[CH:22]=[C:21]([CH2:23][O:24][C:25]2[CH:30]=[CH:29][C:28]([S:31]([NH:1][C@@H:2]3[CH2:7][CH2:6][CH2:5][CH2:4][C@H:3]3[C:8]([OH:10])=[O:9])(=[O:33])=[O:32])=[CH:27][CH:26]=2)[C:20]2[C:15](=[CH:16][CH:17]=[CH:18][CH:19]=2)[N:14]=1. The yield is 0.250. (6) The reactants are [CH3:1][N:2]1[CH:6]=[C:5]([C:7]2[C:11]([CH3:12])=[C:10]([NH:13][C:14](=[O:22])OC3C=CC=CC=3)[N:9]([C:23]3[CH:28]=[CH:27][CH:26]=[CH:25][CH:24]=3)[N:8]=2)[CH:4]=[N:3]1.C1(C2C=CC(COC)=CC=2CN)CC1.[CH2:43]([O:45][C:46]1[CH:51]=[CH:50][C:49]([CH2:52][O:53][CH3:54])=[CH:48][C:47]=1[CH2:55][NH2:56])[CH3:44]. No catalyst specified. The product is [CH3:1][N:2]1[CH:6]=[C:5]([C:7]2[C:11]([CH3:12])=[C:10]([NH:13][C:14]([NH:56][CH2:55][C:47]3[CH:48]=[C:49]([CH2:52][O:53][CH3:54])[CH:50]=[CH:51][C:46]=3[O:45][CH2:43][CH3:44])=[O:22])[N:9]([C:23]3[CH:24]=[CH:25][CH:26]=[CH:27][CH:28]=3)[N:8]=2)[CH:4]=[N:3]1. The yield is 0.0900.